This data is from Reaction yield outcomes from USPTO patents with 853,638 reactions. The task is: Predict the reaction yield, written as a fraction of the theoretical maximum amount of product (1.0 means a 100% yield; for example, 0.34 means a 34% yield). (1) The reactants are [Br:1][C:2]1[S:6][C:5]2[CH2:7][CH2:8][CH2:9][C:10]3([C:14](=[O:15])[NH:13][C:12](=[S:16])[NH:11]3)[C:4]=2[CH:3]=1.[H-].[Na+].[CH2:19](Br)[C:20]1[CH:25]=[CH:24][CH:23]=[CH:22][CH:21]=1. The catalyst is C1COCC1. The product is [CH2:19]([N:13]1[C:14](=[O:15])[C:10]2([C:4]3[CH:3]=[C:2]([Br:1])[S:6][C:5]=3[CH2:7][CH2:8][CH2:9]2)[N:11]=[C:12]1[S:16][CH2:3][C:4]1[CH:10]=[CH:9][CH:8]=[CH:7][CH:5]=1)[C:20]1[CH:25]=[CH:24][CH:23]=[CH:22][CH:21]=1. The yield is 0.560. (2) The reactants are [F:1][C:2]1([F:15])[CH2:8][C@H:7]2[C@:5]([C:9]3[N:13]([CH3:14])[N:12]=[CH:11][CH:10]=3)([O:6]2)[CH2:4][CH2:3]1. The catalyst is [Ni].C(O)(C)C. The product is [F:15][C:2]1([F:1])[CH2:8][C@H:7]([OH:6])[C@@H:5]([C:9]2[N:13]([CH3:14])[N:12]=[CH:11][CH:10]=2)[CH2:4][CH2:3]1. The yield is 0.420. (3) The reactants are [NH2:1][C:2]1[O:6][N:5]=[C:4]([C:7]2[CH:12]=[CH:11][CH:10]=[CH:9][C:8]=2[Cl:13])[C:3]=1[C:14]([OH:16])=O.Cl.C(N=C=NCCCN(C)C)C.[F:29][C:30]1[CH:35]=[CH:34][C:33]([N:36]2[CH2:41][CH2:40][NH:39][CH2:38][CH2:37]2)=[CH:32][CH:31]=1. The catalyst is ClCCl. The product is [NH2:1][C:2]1[O:6][N:5]=[C:4]([C:7]2[CH:12]=[CH:11][CH:10]=[CH:9][C:8]=2[Cl:13])[C:3]=1[C:14]([N:39]1[CH2:38][CH2:37][N:36]([C:33]2[CH:32]=[CH:31][C:30]([F:29])=[CH:35][CH:34]=2)[CH2:41][CH2:40]1)=[O:16]. The yield is 0.760. (4) The reactants are [N+:1]([C:4]1[CH:11]=[CH:10][C:7](C=O)=[CH:6][CH:5]=1)([O-])=O.[C:12](O[BH-](OC(=O)C)OC(=O)C)(=O)C.[Na+].C(O)(=O)C.[NH2:30][C:31]1[CH:39]=[C:38]2[C:34]([CH:35]=[N:36][NH:37]2)=[CH:33][CH:32]=1. The catalyst is ClCCl. The product is [NH2:30][C:31]1[CH:39]=[CH:38][C:34]([CH2:35][NH:36][N:37]2[C:5]3[CH:6]=[CH:7][CH:10]=[CH:11][C:4]=3[N:1]=[CH:12]2)=[CH:33][CH:32]=1. The yield is 0.860. (5) The product is [Cl-:48].[Cl-:48].[N:17]1[CH:18]=[CH:19][CH:20]=[CH:21][C:16]=1[C:10]([C:3]1[C:4]2[C:9](=[CH:8][CH:7]=[CH:6][CH:5]=2)[CH:1]([Cr+2:51])[CH:2]=1)([CH3:15])[CH2:11][CH2:12][CH:13]=[CH2:14]. The yield is 0.360. The catalyst is O1CCCC1. The reactants are [CH2:1]1[C:9]2[C:4](=[CH:5][CH:6]=[CH:7][CH:8]=2)[C:3]([C:10]([C:16]2[CH:21]=[CH:20][CH:19]=[CH:18][N:17]=2)([CH3:15])[CH2:11][CH2:12][CH:13]=[CH2:14])=[CH:2]1.C([Li])CCC.CCCCCC.O1CCCC1.O1CCCC1.O1CCCC1.[Cl-:48].[Cl-].[Cl-].[Cr+3:51]. (6) The reactants are Cl[CH2:2][C:3]([C:5]1[CH:10]=[CH:9][C:8]([F:11])=[CH:7][CH:6]=1)=[O:4].[C:12]([O-:15])(=[O:14])[CH3:13].[Na+]. The catalyst is CN(C)C=O. The product is [F:11][C:8]1[CH:9]=[CH:10][C:5]([C:3](=[O:4])[CH2:2][O:15][C:12](=[O:14])[CH3:13])=[CH:6][CH:7]=1. The yield is 0.785. (7) The reactants are [CH2:1]([O:8][N:9]1[C:15](=[O:16])[N:14]2[CH2:17][C@H:10]1[CH2:11][CH2:12][C@H:13]2[C:18]([NH:20][NH:21][C:22](=O)[CH2:23][CH:24]1[CH2:27][CH:26]([NH:28][C:29](=[O:35])[O:30][C:31]([CH3:34])([CH3:33])[CH3:32])[CH2:25]1)=[O:19])[C:2]1[CH:7]=[CH:6][CH:5]=[CH:4][CH:3]=1.N1C=CC=CC=1.O(S(C(F)(F)F)(=O)=O)S(C(F)(F)F)(=O)=O.C([O-])(O)=O.[Na+]. The product is [CH2:1]([O:8][N:9]1[C:15](=[O:16])[N:14]2[CH2:17][C@H:10]1[CH2:11][CH2:12][C@H:13]2[C:18]1[O:19][C:22]([CH2:23][CH:24]2[CH2:25][CH:26]([NH:28][C:29](=[O:35])[O:30][C:31]([CH3:34])([CH3:33])[CH3:32])[CH2:27]2)=[N:21][N:20]=1)[C:2]1[CH:7]=[CH:6][CH:5]=[CH:4][CH:3]=1. The yield is 0.480. The catalyst is C(Cl)Cl. (8) The reactants are [S:1]1[CH:5]=[C:4]([C:6]2([OH:14])[CH2:12][CH:11]3[NH:13][CH:8]([CH2:9][CH2:10]3)[CH2:7]2)[C:3]2[CH:15]=[CH:16][CH:17]=[CH:18][C:2]1=2.[CH3:19][O:20][C:21]1[C:26]2[O:27][C@H:28]([CH2:31]OS(C3C=CC(C)=CC=3)(=O)=O)[CH2:29][O:30][C:25]=2[CH:24]=[CH:23][CH:22]=1. No catalyst specified. The product is [S:1]1[C:2]2[CH:18]=[CH:17][CH:16]=[CH:15][C:3]=2[C:4]([C:6]2([OH:14])[CH2:7][CH:8]3[N:13]([CH2:31][C@@H:28]4[O:27][C:26]5[C:21]([O:20][CH3:19])=[CH:22][CH:23]=[CH:24][C:25]=5[O:30][CH2:29]4)[CH:11]([CH2:10][CH2:9]3)[CH2:12]2)=[CH:5]1. The yield is 0.330.